Predict the product of the given reaction. From a dataset of Forward reaction prediction with 1.9M reactions from USPTO patents (1976-2016). (1) The product is: [Cl:35][C:36]1[C:37]2[CH:47]=[CH:46][CH:45]=[CH:44][C:38]=2[S:39][C:40]=1[C:41]([N:19]([CH2:18][C:11]1[CH:10]=[C:9]([C:6]2[CH:7]=[CH:8][C:3]([C:1]#[N:2])=[CH:4][CH:5]=2)[CH:14]=[CH:13][C:12]=1[O:15][CH2:16][CH3:17])[CH:20]1[CH2:25][CH2:24][CH:23]([N:26]([CH3:34])[C:27](=[O:33])[O:28][C:29]([CH3:30])([CH3:32])[CH3:31])[CH2:22][CH2:21]1)=[O:42]. Given the reactants [C:1]([C:3]1[CH:8]=[CH:7][C:6]([C:9]2[CH:14]=[CH:13][C:12]([O:15][CH2:16][CH3:17])=[C:11]([CH2:18][NH:19][CH:20]3[CH2:25][CH2:24][CH:23]([N:26]([CH3:34])[C:27](=[O:33])[O:28][C:29]([CH3:32])([CH3:31])[CH3:30])[CH2:22][CH2:21]3)[CH:10]=2)=[CH:5][CH:4]=1)#[N:2].[Cl:35][C:36]1[C:37]2[CH:47]=[CH:46][CH:45]=[CH:44][C:38]=2[S:39][C:40]=1[C:41](Cl)=[O:42], predict the reaction product. (2) The product is: [CH3:1][N:2]([C:3]1[CH:8]=[CH:7][CH:6]=[CH:5][CH:4]=1)[CH:10]([C:16]1[CH:21]=[CH:20][CH:19]=[CH:18][CH:17]=1)[C:11]([O:13][CH2:14][CH3:15])=[O:12]. Given the reactants [CH3:1][NH:2][C:3]1[CH:8]=[CH:7][CH:6]=[CH:5][CH:4]=1.Br[CH:10]([C:16]1[CH:21]=[CH:20][CH:19]=[CH:18][CH:17]=1)[C:11]([O:13][CH2:14][CH3:15])=[O:12], predict the reaction product.